Dataset: Catalyst prediction with 721,799 reactions and 888 catalyst types from USPTO. Task: Predict which catalyst facilitates the given reaction. Reactant: Cl.[NH2:2][OH:3].C([O-])(=O)C.[Na+].O.C([C:12]1[CH:13]=[C:14]([CH:27]=[CH:28][C:29]=1[O:30][CH3:31])[CH2:15][N:16]1[C:20](=[O:21])[C:19]2=[CH:22][CH:23]=[CH:24][CH:25]=[C:18]2[C:17]1=[O:26])=O. Product: [OH:3][N:2]=[C:12]1[C:29]([O:30][CH3:31])=[CH:28][CH:27]=[C:14]([CH2:15][N:16]2[C:20](=[O:21])[C:19]3=[CH:22][CH:23]=[CH:24][CH:25]=[C:18]3[C:17]2=[O:26])[CH2:13]1. The catalyst class is: 7.